Dataset: Experimentally validated miRNA-target interactions with 360,000+ pairs, plus equal number of negative samples. Task: Binary Classification. Given a miRNA mature sequence and a target amino acid sequence, predict their likelihood of interaction. The miRNA is hsa-miR-885-3p with sequence AGGCAGCGGGGUGUAGUGGAUA. The protein sequence of the target gene is MTLARFVLALMLGALPEVVGFDSVLNDSLHHSHRHSPPAGPHYPYYLPTQQRPPRTRPPPPLPRFPRPPRALPAQRPHALQAGHTPRPHPWGCPAGEPWVSVTDFGAPCLRWAEVPPFLERSPPASWAQLRGQRHNFCRSPDGAGRPWCFYGDARGKVDWGYCDCRHGSVRLRGGKNEFEGTVEVYASGVWGTVCSSHWDDSDASVICHQLQLGGKGIAKQTPFSGLGLIPIYWSNVRCRGDEENILLCEKDIWQGGVCPQKMAAAVTCSFSHGPTFPIIRLAGGSSVHEGRVELYHAGQ.... Result: 0 (no interaction).